Regression. Given a peptide amino acid sequence and an MHC pseudo amino acid sequence, predict their binding affinity value. This is MHC class I binding data. From a dataset of Peptide-MHC class I binding affinity with 185,985 pairs from IEDB/IMGT. (1) The peptide sequence is KPTFKHASV. The MHC is HLA-A68:02 with pseudo-sequence HLA-A68:02. The binding affinity (normalized) is 0.0847. (2) The binding affinity (normalized) is 0.128. The peptide sequence is QLSNNKYVL. The MHC is HLA-A68:02 with pseudo-sequence HLA-A68:02. (3) The binding affinity (normalized) is 0.288. The MHC is H-2-Kb with pseudo-sequence H-2-Kb. The peptide sequence is FLKQVYFE. (4) The peptide sequence is ASSWAPTQK. The MHC is HLA-A03:01 with pseudo-sequence HLA-A03:01. The binding affinity (normalized) is 0.424.